This data is from Full USPTO retrosynthesis dataset with 1.9M reactions from patents (1976-2016). The task is: Predict the reactants needed to synthesize the given product. (1) Given the product [CH:12]1([CH2:11][N:8]2[C:9]([CH3:10])=[C:5]([S:2]([CH2:36][CH:37]3[CH2:39][CH2:38]3)(=[O:4])=[O:3])[CH:6]=[C:7]2[C:18]([O:20][CH2:21][CH3:22])=[O:19])[CH2:17][CH2:16][CH2:15][CH2:14][CH2:13]1, predict the reactants needed to synthesize it. The reactants are: Cl[S:2]([C:5]1[CH:6]=[C:7]([C:18]([O:20][CH2:21][CH3:22])=[O:19])[N:8]([CH2:11][CH:12]2[CH2:17][CH2:16][CH2:15][CH2:14][CH2:13]2)[C:9]=1[CH3:10])(=[O:4])=[O:3].[O-]S([O-])=O.[Na+].[Na+].C([O-])([O-])=O.[Na+].[Na+].Br[CH2:36][CH:37]1[CH2:39][CH2:38]1. (2) Given the product [NH2:1][C:2]1[CH:3]=[C:4]([C@@:9]2([CH3:30])[C@@H:16]([C:17]3[CH:18]=[CH:19][C:20]([Cl:23])=[CH:21][CH:22]=3)[N:15]3[C:11]([S:12][C:13]([C:27]([N:34]4[CH2:35][CH2:36][NH:31][C:32](=[O:37])[CH2:33]4)=[O:28])=[C:14]3[CH:24]([CH3:26])[CH3:25])=[N:10]2)[CH:5]=[CH:6][C:7]=1[Cl:8], predict the reactants needed to synthesize it. The reactants are: [NH2:1][C:2]1[CH:3]=[C:4]([C@@:9]2([CH3:30])[C@@H:16]([C:17]3[CH:22]=[CH:21][C:20]([Cl:23])=[CH:19][CH:18]=3)[N:15]3[C:11]([S:12][C:13]([C:27](O)=[O:28])=[C:14]3[CH:24]([CH3:26])[CH3:25])=[N:10]2)[CH:5]=[CH:6][C:7]=1[Cl:8].[NH:31]1[CH2:36][CH2:35][NH:34][CH2:33][C:32]1=[O:37]. (3) Given the product [CH2:8]1[C:9]2[C:14](=[CH:13][CH:12]=[CH:11][CH:10]=2)[CH2:15][CH2:16][N:7]1[CH2:6][CH:5]([OH:4])[CH2:17][N:18]([C:22]1[CH:27]=[CH:26][CH:25]=[C:24]([C:28]2[CH:29]=[CH:30][C:31]3[N:35]=[CH:34][N:33]([CH3:36])[C:32]=3[CH:37]=2)[CH:23]=1)[C:19](=[O:21])[CH3:20], predict the reactants needed to synthesize it. The reactants are: C([O:4][CH:5]([CH2:17][N:18]([C:22]1[CH:27]=[CH:26][CH:25]=[C:24]([C:28]2[CH:29]=[CH:30][C:31]3[N:35]=[CH:34][N:33]([CH3:36])[C:32]=3[CH:37]=2)[CH:23]=1)[C:19](=[O:21])[CH3:20])[CH2:6][N:7]1[CH2:16][CH2:15][C:14]2[C:9](=[CH:10][CH:11]=[CH:12][CH:13]=2)[CH2:8]1)(=O)C.[OH-].[Li+].